Predict the reaction yield, written as a fraction of the theoretical maximum amount of product (1.0 means a 100% yield; for example, 0.34 means a 34% yield). From a dataset of Reaction yield outcomes from USPTO patents with 853,638 reactions. The reactants are [F:1][C:2]1[CH:3]=[C:4]([CH:7]=[C:8]([O:11]C)[C:9]=1[OH:10])[CH:5]=[O:6].B(Br)(Br)Br. The catalyst is ClCCl. The product is [F:1][C:2]1[CH:3]=[C:4]([CH:7]=[C:8]([OH:11])[C:9]=1[OH:10])[CH:5]=[O:6]. The yield is 0.890.